From a dataset of Peptide-MHC class II binding affinity with 134,281 pairs from IEDB. Regression. Given a peptide amino acid sequence and an MHC pseudo amino acid sequence, predict their binding affinity value. This is MHC class II binding data. (1) The peptide sequence is APYVAWMRATAIQAE. The MHC is HLA-DQA10101-DQB10501 with pseudo-sequence HLA-DQA10101-DQB10501. The binding affinity (normalized) is 0.453. (2) The peptide sequence is KMIGGIGGFVKVRQYDQIPI. The MHC is DRB5_0101 with pseudo-sequence DRB5_0101. The binding affinity (normalized) is 0.432. (3) The peptide sequence is FKKLKNHVLFLQMMN. The MHC is DRB1_0802 with pseudo-sequence DRB1_0802. The binding affinity (normalized) is 0.395. (4) The peptide sequence is GEVQIVDKIDAAFKI. The MHC is DRB1_1501 with pseudo-sequence DRB1_1501. The binding affinity (normalized) is 0.540. (5) The peptide sequence is AERTVTVRRVGPGGRAV. The MHC is DRB1_0101 with pseudo-sequence DRB1_0101. The binding affinity (normalized) is 0.811. (6) The peptide sequence is TRRKLLLIFDALILL. The binding affinity (normalized) is 0.272. The MHC is H-2-IAb with pseudo-sequence H-2-IAb. (7) The peptide sequence is YWFAPGAGAAPLSWS. The MHC is DRB1_1201 with pseudo-sequence DRB1_1201. The binding affinity (normalized) is 0.162. (8) The peptide sequence is GPEYWDRETQKYKRQAQ. The MHC is DRB1_1302 with pseudo-sequence DRB1_1302. The binding affinity (normalized) is 0. (9) The MHC is DRB1_0301 with pseudo-sequence DRB1_0301. The peptide sequence is GWPYIGSRSQIIGRS. The binding affinity (normalized) is 0.372.